Dataset: Forward reaction prediction with 1.9M reactions from USPTO patents (1976-2016). Task: Predict the product of the given reaction. (1) Given the reactants [CH3:1][S:2][CH2:3][NH:4][C:5]1[CH:10]=[CH:9][CH:8]=[C:7]([C:11]2[CH:12]=[N:13][C:14]([N:17]3[CH2:21][CH2:20][CH2:19][C@H:18]3[C:22]([F:25])([F:24])[F:23])=[N:15][CH:16]=2)[N:6]=1.C1CCC(N=C=NC2CCCCC2)CC1.[N:41]1([C:52](=[O:53])[C:51]2[N:50]([CH2:54][C:55](O)=[O:56])[CH:49]=[N:48][C:47]=2[N:45]([CH3:46])[C:43]1=[O:44])[CH3:42], predict the reaction product. The product is: [CH3:42][N:41]1[C:52](=[O:53])[C:51]2[N:50]([CH2:54][C:55]([N:4]([CH2:3][S:2][CH3:1])[C:5]3[CH:10]=[CH:9][CH:8]=[C:7]([C:11]4[CH:16]=[N:15][C:14]([N:17]5[CH2:21][CH2:20][CH2:19][C@H:18]5[C:22]([F:25])([F:23])[F:24])=[N:13][CH:12]=4)[N:6]=3)=[O:56])[CH:49]=[N:48][C:47]=2[N:45]([CH3:46])[C:43]1=[O:44]. (2) Given the reactants [CH2:1]([Li])CCC.CC1(C)CCCC(C)(C)N1.[Cl:16][C:17]1[CH:22]=[N:21][CH:20]=[C:19]([Cl:23])[N:18]=1.IC.Cl, predict the reaction product. The product is: [Cl:16][C:17]1[C:22]([CH3:1])=[N:21][CH:20]=[C:19]([Cl:23])[N:18]=1. (3) Given the reactants I[C:2]1[CH:3]=[C:4]([CH:10]=[CH:11][CH:12]=1)[C:5]([O:7][CH2:8][CH3:9])=[O:6].[CH:13]1[CH2:17][CH2:16][CH2:15][CH:14]=1.C(=O)([O-])[O-].[K+].[K+], predict the reaction product. The product is: [C:13]1([C:2]2[CH:3]=[C:4]([CH:10]=[CH:11][CH:12]=2)[C:5]([O:7][CH2:8][CH3:9])=[O:6])[CH2:17][CH2:16][CH2:15][CH:14]=1. (4) Given the reactants [CH3:1][O:2][C:3]1[C:4]([O:23][CH3:24])=[CH:5][C:6]2[CH2:7][CH:8]3[CH2:22][NH:21][CH2:20][CH2:19][N:9]3[CH:10]([C:13]3[CH:18]=[CH:17][CH:16]=[CH:15][CH:14]=3)[C:11]=2[CH:12]=1.[Cl:25][CH2:26][S:27][CH3:28].C(N(CC)CC)C, predict the reaction product. The product is: [ClH:25].[ClH:25].[CH3:1][O:2][C:3]1[C:4]([O:23][CH3:24])=[CH:5][C:6]2[CH2:7][CH:8]3[CH2:22][N:21]([CH2:26][S:27][CH3:28])[CH2:20][CH2:19][N:9]3[CH:10]([C:13]3[CH:18]=[CH:17][CH:16]=[CH:15][CH:14]=3)[C:11]=2[CH:12]=1. (5) Given the reactants [CH3:1][O:2][C:3]1[CH:8]=[C:7]([N:9]2[CH2:14][CH2:13][N:12]([CH3:15])[CH2:11][CH2:10]2)[C:6]([N+:16]([O-])=O)=[CH:5][C:4]=1[NH:19][C:20]1[N:25]=[C:24]([N:26]2[CH:30]=[C:29]([CH:31]=O)[CH:28]=[N:27]2)[C:23]([CH3:33])=[CH:22][N:21]=1.Cl.[NH:35]1[CH2:38][CH2:37][CH2:36]1, predict the reaction product. The product is: [N:35]1([CH2:31][C:29]2[CH:28]=[N:27][N:26]([C:24]3[C:23]([CH3:33])=[CH:22][N:21]=[C:20]([NH:19][C:4]4[C:3]([O:2][CH3:1])=[CH:8][C:7]([N:9]5[CH2:14][CH2:13][N:12]([CH3:15])[CH2:11][CH2:10]5)=[C:6]([NH:16][C:3](=[O:2])[CH:4]=[CH2:5])[CH:5]=4)[N:25]=3)[CH:30]=2)[CH2:38][CH2:37][CH2:36]1. (6) The product is: [F:18][C:17]1[CH:16]=[CH:15][CH:14]=[C:13]([F:19])[C:12]=1[CH2:11][O:8][C:7]1[C:2]([NH2:1])=[N:3][CH:4]=[CH:5][C:6]=1[F:9]. Given the reactants [NH2:1][C:2]1[C:7]([OH:8])=[C:6]([F:9])[CH:5]=[CH:4][N:3]=1.Br[CH2:11][C:12]1[C:17]([F:18])=[CH:16][CH:15]=[CH:14][C:13]=1[F:19].C(=O)([O-])[O-].[Cs+].[Cs+], predict the reaction product.